From a dataset of Full USPTO retrosynthesis dataset with 1.9M reactions from patents (1976-2016). Predict the reactants needed to synthesize the given product. (1) Given the product [Br:8][C:9]1[CH:18]=[CH:17][CH:16]=[C:15]2[C:10]=1[N:11]=[C:12]([O:5][CH:3]([CH3:4])[C:2]([F:7])([F:6])[F:1])[C:13]([CH3:19])=[N:14]2, predict the reactants needed to synthesize it. The reactants are: [F:1][C:2]([F:7])([F:6])[CH:3]([OH:5])[CH3:4].[Br:8][C:9]1[CH:18]=[CH:17][CH:16]=[C:15]2[C:10]=1[N:11]=[C:12](Cl)[C:13]([CH3:19])=[N:14]2.[H-].[Na+]. (2) The reactants are: [Cl:1][C:2]1[CH:9]=[CH:8][CH:7]=[CH:6][C:3]=1[CH:4]=[O:5].[CH3:10][O:11][C:12]1[CH:13]=[C:14]([CH:16]=[CH:17][C:18]=1[Cl:19])[NH2:15]. Given the product [NH2:15][C:14]1[CH:13]=[C:12]([O:11][CH3:10])[C:18]([Cl:19])=[CH:17][C:16]=1[C:4]([C:3]1[CH:6]=[CH:7][CH:8]=[CH:9][C:2]=1[Cl:1])=[O:5], predict the reactants needed to synthesize it. (3) Given the product [F:25][C:21]1[CH:20]=[C:19]([CH:24]=[CH:23][CH:22]=1)[CH2:18][O:17][C:14]1[CH:13]=[CH:12][C:11]([N:7]2[C:8](=[O:10])[CH2:9][C@H:5]([C:3]([OH:4])=[O:2])[CH2:6]2)=[CH:16][CH:15]=1, predict the reactants needed to synthesize it. The reactants are: C[O:2][C:3]([C@H:5]1[CH2:9][C:8](=[O:10])[N:7]([C:11]2[CH:16]=[CH:15][C:14]([O:17][CH2:18][C:19]3[CH:24]=[CH:23][CH:22]=[C:21]([F:25])[CH:20]=3)=[CH:13][CH:12]=2)[CH2:6]1)=[O:4].Cl. (4) Given the product [Cl:1][C:2]1[C:10]2[N:9]=[C:8]([O:11][C:12]3[C:13]([Cl:24])=[CH:14][C:15]([O:19][C:20]([F:21])([F:22])[F:23])=[CH:16][C:17]=3[Cl:18])[N:7]([CH2:25][CH2:26][OH:27])[C:6]=2[C:5]([CH:37]([CH2:40][CH3:41])[CH2:38][CH3:39])=[CH:4][CH:3]=1, predict the reactants needed to synthesize it. The reactants are: [Cl:1][C:2]1[C:10]2[N:9]=[C:8]([O:11][C:12]3[C:17]([Cl:18])=[CH:16][C:15]([O:19][C:20]([F:23])([F:22])[F:21])=[CH:14][C:13]=3[Cl:24])[N:7]([CH2:25][CH2:26][O:27]CC3C=CC(OC)=CC=3)[C:6]=2[C:5]([CH:37]([CH2:40][CH3:41])[CH2:38][CH3:39])=[CH:4][CH:3]=1.FC(F)(F)C(O)=O. (5) Given the product [CH3:25][NH:26][C:21](=[O:23])[CH2:20][CH2:19][CH2:18][O:17][C:5]1[CH:6]=[CH:7][C:8]2[C:9]([C:13]([F:16])([F:15])[F:14])=[N:10][O:11][C:12]=2[C:4]=1[CH2:1][CH2:2][CH3:3], predict the reactants needed to synthesize it. The reactants are: [CH2:1]([C:4]1[C:12]2[O:11][N:10]=[C:9]([C:13]([F:16])([F:15])[F:14])[C:8]=2[CH:7]=[CH:6][C:5]=1[O:17][CH2:18][CH2:19][CH2:20][C:21]([OH:23])=O)[CH2:2][CH3:3].C1N=C[N:26](C(N2C=NC=C2)=O)[CH:25]=1.CN.